Dataset: Reaction yield outcomes from USPTO patents with 853,638 reactions. Task: Predict the reaction yield, written as a fraction of the theoretical maximum amount of product (1.0 means a 100% yield; for example, 0.34 means a 34% yield). (1) The reactants are [CH3:1][C:2]1[C:6]2[CH:7]=[C:8]3[C:13]4([C:21]5[C:16](=[CH:17][CH:18]=[CH:19][CH:20]=5)[NH:15][C:14]4=[O:22])[CH2:12][O:11][C:9]3=[CH:10][C:5]=2[O:4][N:3]=1.[H-].[Na+].Br[CH2:26][C:27]1[O:28][C:29]([C:32]([F:35])([F:34])[F:33])=[CH:30][CH:31]=1. The catalyst is CN(C)C=O.C(OCC)(=O)C. The product is [CH3:1][C:2]1[C:6]2[CH:7]=[C:8]3[C:13]4([C:21]5[C:16](=[CH:17][CH:18]=[CH:19][CH:20]=5)[N:15]([CH2:26][C:27]5[O:28][C:29]([C:32]([F:35])([F:34])[F:33])=[CH:30][CH:31]=5)[C:14]4=[O:22])[CH2:12][O:11][C:9]3=[CH:10][C:5]=2[O:4][N:3]=1. The yield is 0.800. (2) The reactants are C([N-]C(C)C)(C)C.[Li+].[CH3:9][O:10][C:11]1[CH:12]=[C:13]([CH2:19][C:20]([OH:22])=[O:21])[CH:14]=[CH:15][C:16]=1[O:17][CH3:18].I[CH2:24][CH:25]1[CH2:29][CH2:28][CH2:27][CH2:26]1. The catalyst is O1CCCC1.CN1CCCN(C)C1=O.CN1CCCN(C)C1=O. The product is [CH:25]1([CH2:24][CH:19]([C:13]2[CH:14]=[CH:15][C:16]([O:17][CH3:18])=[C:11]([O:10][CH3:9])[CH:12]=2)[C:20]([OH:22])=[O:21])[CH2:29][CH2:28][CH2:27][CH2:26]1. The yield is 0.638. (3) The reactants are [Mg].BrCCBr.Br[C:7]1[CH:8]=[C:9]([CH:23]=[CH:24][CH:25]=1)[N:10]([C:17]1[CH:22]=[CH:21][CH:20]=[CH:19][CH:18]=1)[C:11]1[CH:16]=[CH:15][CH:14]=[CH:13][CH:12]=1.[B:26](OC)([O:29][CH3:30])[O:27][CH3:28]. The catalyst is C1COCC1. The product is [C:11]1([N:10]([C:17]2[CH:22]=[CH:21][CH:20]=[CH:19][CH:18]=2)[C:9]2[CH:8]=[C:7]([B:26]3[O:29][CH2:30][CH2:28][O:27]3)[CH:25]=[CH:24][CH:23]=2)[CH:12]=[CH:13][CH:14]=[CH:15][CH:16]=1. The yield is 0.880. (4) The product is [OH:19][C:20]1[CH:21]=[C:22]([CH:23]=[N:18][NH:17][C:15]([C:11]2[S:10][C:9]([C:3]3[CH:4]=[CH:5][C:6]([Cl:8])=[CH:7][C:2]=3[Cl:1])=[N:13][C:12]=2[CH3:14])=[O:16])[CH:25]=[CH:26][C:27]=1[O:28][CH3:29]. The yield is 0.860. The reactants are [Cl:1][C:2]1[CH:7]=[C:6]([Cl:8])[CH:5]=[CH:4][C:3]=1[C:9]1[S:10][C:11]([C:15]([NH:17][NH2:18])=[O:16])=[C:12]([CH3:14])[N:13]=1.[OH:19][C:20]1[CH:21]=[C:22]([CH:25]=[CH:26][C:27]=1[O:28][CH3:29])[CH:23]=O. The catalyst is C(O)C. (5) The reactants are [Cl:1][C:2]1[C:3]2[CH:14]=[CH:13][C:12](=[O:15])[N:11]([C:16]3[C:21]([F:22])=[CH:20][CH:19]=[CH:18][C:17]=3[F:23])[C:4]=2[N:5]=[C:6](S(C)=O)[N:7]=1.[CH2:24]([N:26]([CH2:31][CH3:32])[CH2:27][CH2:28][CH2:29][NH2:30])[CH3:25].C(N(CC)CC)C. The catalyst is ClCCl. The product is [Cl:1][C:2]1[C:3]2[CH:14]=[CH:13][C:12](=[O:15])[N:11]([C:16]3[C:21]([F:22])=[CH:20][CH:19]=[CH:18][C:17]=3[F:23])[C:4]=2[N:5]=[C:6]([NH:30][CH2:29][CH2:28][CH2:27][N:26]([CH2:31][CH3:32])[CH2:24][CH3:25])[N:7]=1. The yield is 0.600. (6) The reactants are [F:1][C:2]1[C:7]([CH:8]([OH:19])[C:9]2[CH:10]=[C:11]3[C:16](=[CH:17][CH:18]=2)[N:15]=[CH:14][N:13]=[CH:12]3)=[C:6]([F:20])[C:5]([F:21])=[CH:4][C:3]=1[NH:22][C:23](=[O:28])[C:24]([CH3:27])([CH3:26])[CH3:25]. The catalyst is C(Cl)Cl.O=[Mn]=O. The product is [F:1][C:2]1[C:7]([C:8]([C:9]2[CH:10]=[C:11]3[C:16](=[CH:17][CH:18]=2)[N:15]=[CH:14][N:13]=[CH:12]3)=[O:19])=[C:6]([F:20])[C:5]([F:21])=[CH:4][C:3]=1[NH:22][C:23](=[O:28])[C:24]([CH3:26])([CH3:25])[CH3:27]. The yield is 0.980. (7) The product is [CH3:1][C:2]1[CH:7]=[C:6]([CH3:8])[CH:5]=[CH:4][C:3]=1[C:13]1[CH:20]=[CH:19][C:16]([CH:17]=[O:18])=[CH:15][CH:14]=1. The reactants are [CH3:1][C:2]1[CH:7]=[C:6]([CH3:8])[CH:5]=[CH:4][C:3]=1B(O)O.Br[C:13]1[CH:20]=[CH:19][C:16]([CH:17]=[O:18])=[CH:15][CH:14]=1.C(=O)([O-])[O-].[K+].[K+]. The yield is 0.810. The catalyst is O.O1CCOCC1.C1C=CC([P]([Pd]([P](C2C=CC=CC=2)(C2C=CC=CC=2)C2C=CC=CC=2)([P](C2C=CC=CC=2)(C2C=CC=CC=2)C2C=CC=CC=2)[P](C2C=CC=CC=2)(C2C=CC=CC=2)C2C=CC=CC=2)(C2C=CC=CC=2)C2C=CC=CC=2)=CC=1.